From a dataset of Forward reaction prediction with 1.9M reactions from USPTO patents (1976-2016). Predict the product of the given reaction. (1) Given the reactants [SH:1][C:2]1[CH:7]=[CH:6][CH:5]=[CH:4][N:3]=1.F[C:9]1[CH:14]=[CH:13][CH:12]=[CH:11][C:10]=1[N+:15]([O-:17])=[O:16].[N:18]1[CH:23]=[CH:22][CH:21]=[CH:20][C:19]=1[S:24][C:25]1[CH:31]=[CH:30][CH:29]=[CH:28][C:26]=1[NH2:27].NC1SC=[CH:36][N:37]=1, predict the reaction product. The product is: [N:3]1[CH:4]=[CH:5][CH:6]=[CH:7][C:2]=1[S:1][C:9]1[CH:14]=[CH:13][CH:12]=[CH:11][C:10]=1[N+:15]([O-:17])=[O:16].[N:18]1[CH:23]=[CH:22][CH:21]=[CH:20][C:19]=1[S:24][C:25]1[CH:31]=[CH:30][CH:29]=[CH:28][C:26]=1[NH:27][C:36]([NH:37][C:2]1[S:1][CH:5]=[CH:4][N:3]=1)=[O:16]. (2) Given the reactants [NH2:1][C:2]1[CH:10]=[CH:9][C:8]([O:11][CH3:12])=[CH:7][C:3]=1[C:4]([OH:6])=O.[CH2:13](OC(OCC)OCC)C.C(O)(=O)C.[CH3:27][O:28][C:29](=[O:38])[C:30]1[CH:35]=[CH:34][C:33]([CH3:36])=[C:32]([NH2:37])[CH:31]=1, predict the reaction product. The product is: [CH3:12][O:11][C:8]1[CH:7]=[C:3]2[C:2](=[CH:10][CH:9]=1)[N:1]=[CH:13][N:37]([C:32]1[CH:31]=[C:30]([CH:35]=[CH:34][C:33]=1[CH3:36])[C:29]([O:28][CH3:27])=[O:38])[C:4]2=[O:6]. (3) Given the reactants [C:1]([C:3]1[CH:11]=[CH:10][C:6]([C:7]([OH:9])=O)=[CH:5][CH:4]=1)#[N:2].CCN(C(C)C)C(C)C.F[P-](F)(F)(F)(F)F.CN(C(N(C)C)=[N+]1C2C(=NC=CC=2)[N+]([O-])=N1)C.[NH2:45][C@@H:46]([CH2:56][CH2:57][CH2:58][N:59]([C@@H:63]1[CH2:65][C@H:64]1[C:66]1[CH:71]=[CH:70][C:69]([F:72])=[CH:68][CH:67]=1)[CH2:60][CH:61]=[CH2:62])[C:47]([N:49]1[CH2:54][CH2:53][CH:52]([OH:55])[CH2:51][CH2:50]1)=[O:48], predict the reaction product. The product is: [C:1]([C:3]1[CH:4]=[CH:5][C:6]([C:7]([NH:45][C@@H:46]([CH2:56][CH2:57][CH2:58][N:59]([C@@H:63]2[CH2:65][C@H:64]2[C:66]2[CH:67]=[CH:68][C:69]([F:72])=[CH:70][CH:71]=2)[CH2:60][CH:61]=[CH2:62])[C:47]([N:49]2[CH2:50][CH2:51][CH:52]([OH:55])[CH2:53][CH2:54]2)=[O:48])=[O:9])=[CH:10][CH:11]=1)#[N:2]. (4) The product is: [O:50]=[S:2]1(=[O:1])[CH2:7][CH2:6][N:5]([CH2:8][CH2:9][NH:10][C@:11]23[CH2:46][CH2:45][C@@H:44]([CH:47]([CH3:48])[CH3:49])[C@@H:12]2[C@@H:13]2[C@@:26]([CH3:29])([CH2:27][CH2:28]3)[C@@:25]3([CH3:30])[CH:16]([C@:17]4([CH3:43])[C@@H:22]([CH2:23][CH2:24]3)[C:21]([CH3:31])([CH3:32])[C@@H:20]([O:33][C:34](=[O:42])[CH2:35][C:36]([CH3:40])([CH3:41])[C:37]([OH:39])=[O:38])[CH2:19][CH2:18]4)[CH2:15][CH2:14]2)[CH2:4][CH2:3]1. Given the reactants [O:1]=[S:2]1(=[O:50])[CH2:7][CH2:6][N:5]([CH2:8][CH2:9][NH:10][C@:11]23[CH2:46][CH2:45][C@@H:44]([C:47]([CH3:49])=[CH2:48])[C@@H:12]2[C@@H:13]2[C@@:26]([CH3:29])([CH2:27][CH2:28]3)[C@@:25]3([CH3:30])[CH:16]([C@:17]4([CH3:43])[C@@H:22]([CH2:23][CH2:24]3)[C:21]([CH3:32])([CH3:31])[C@@H:20]([O:33][C:34](=[O:42])[CH2:35][C:36]([CH3:41])([CH3:40])[C:37]([OH:39])=[O:38])[CH2:19][CH2:18]4)[CH2:15][CH2:14]2)[CH2:4][CH2:3]1, predict the reaction product. (5) Given the reactants F[C:2]1[CH:7]=[CH:6][C:5]([CH3:8])=[CH:4][C:3]=1[N+:9]([O-:11])=[O:10].[NH:12]1[CH:16]=[CH:15][N:14]=[C:13]1[CH2:17][CH2:18][C:19]([O:21][CH2:22][CH3:23])=[O:20].C(=O)([O-])[O-].[K+].[K+].CN(C)C(=O)C, predict the reaction product. The product is: [CH3:8][C:5]1[CH:6]=[CH:7][C:2]([N:12]2[CH:16]=[CH:15][N:14]=[C:13]2[CH2:17][CH2:18][C:19]([O:21][CH2:22][CH3:23])=[O:20])=[C:3]([N+:9]([O-:11])=[O:10])[CH:4]=1. (6) Given the reactants [Cl:1][C:2]1[CH:7]=[CH:6][C:5]([C:8]2[N:12](/[CH:13]=[CH:14]/[C:15]([F:18])([F:17])[F:16])[C:11](=[O:19])[N:10]([CH2:20][C:21]([O:23][CH3:24])=[O:22])[N:9]=2)=[CH:4][CH:3]=1, predict the reaction product. The product is: [CH3:24][O:23][C:21](=[O:22])[CH2:20][N:10]1[C:11](=[O:19])[N:12]([CH2:13][CH2:14][C:15]([F:18])([F:17])[F:16])[C:8]([C:5]2[CH:4]=[CH:3][C:2]([Cl:1])=[CH:7][CH:6]=2)=[N:9]1.